From a dataset of Full USPTO retrosynthesis dataset with 1.9M reactions from patents (1976-2016). Predict the reactants needed to synthesize the given product. Given the product [C:1]([C:5]1[CH:6]=[CH:7][C:8](/[CH:9]=[CH:10]/[C:11]([NH:31][C:32]2[CH:37]=[CH:36][CH:35]=[CH:34][CH:33]=2)=[O:13])=[CH:14][CH:15]=1)([CH3:2])([CH3:3])[CH3:4], predict the reactants needed to synthesize it. The reactants are: [C:1]([C:5]1[CH:15]=[CH:14][C:8](/[CH:9]=[CH:10]/[C:11]([OH:13])=O)=[CH:7][CH:6]=1)([CH3:4])([CH3:3])[CH3:2].C(Cl)Cl.Cl.CN(C)CCCN=C=NCC.[NH2:31][C:32]1[CH:37]=[CH:36][CH:35]=[CH:34][CH:33]=1.